The task is: Predict which catalyst facilitates the given reaction.. This data is from Catalyst prediction with 721,799 reactions and 888 catalyst types from USPTO. (1) Reactant: CC[N:3]([CH:7]([CH3:9])C)[CH:4]([CH3:6])[CH3:5].BrCC(C1[CH:22]=[C:21]2[C:17]([CH:18]=[N:19][NH:20]2)=[CH:16][CH:15]=1)=O.[NH2:23][C:24]1[CH:32]=[CH:31]C(C(O)=O)=[CH:26][C:25]=1[N+:33]([O-:35])=[O:34].CC(O)=O.C[N:41](C=O)C. Product: [NH:20]1[C:21]2[C:17](=[CH:16][CH:15]=[C:6]([C:4]3[NH:3][C:7]([C:9]4[CH:31]=[CH:32][C:24]([NH2:23])=[C:25]([N+:33]([O-:35])=[O:34])[CH:26]=4)=[N:41][CH:5]=3)[CH:22]=2)[CH:18]=[N:19]1. The catalyst class is: 6. (2) Reactant: [CH3:1][O:2][C:3]1[CH:4]=[C:5]([CH:7]=[CH:8][CH:9]=1)[NH2:6].[H-].[Al+3].[Li+].[H-].[H-].[H-].[OH-].[Na+].[CH:18](O)=O. Product: [CH3:18][NH:6][C:5]1[CH:7]=[CH:8][CH:9]=[C:3]([O:2][CH3:1])[CH:4]=1. The catalyst class is: 809.